From a dataset of Peptide-MHC class II binding affinity with 134,281 pairs from IEDB. Regression. Given a peptide amino acid sequence and an MHC pseudo amino acid sequence, predict their binding affinity value. This is MHC class II binding data. (1) The peptide sequence is QISGVDLGLPNWGKY. The MHC is HLA-DQA10501-DQB10201 with pseudo-sequence HLA-DQA10501-DQB10201. The binding affinity (normalized) is 0.235. (2) The peptide sequence is GMSRILFAQEKTKFL. The MHC is DRB1_0101 with pseudo-sequence DRB1_0101. The binding affinity (normalized) is 0.595. (3) The peptide sequence is GGKAYMDVISRRDQR. The MHC is DRB1_0801 with pseudo-sequence DRB1_0801. The binding affinity (normalized) is 0.573. (4) The peptide sequence is NTIFTLTVAWRTATL. The MHC is DRB1_0701 with pseudo-sequence DRB1_0701. The binding affinity (normalized) is 1.00. (5) The peptide sequence is LNFTGPCKGDSVTIK. The MHC is DRB1_0101 with pseudo-sequence DRB1_0101. The binding affinity (normalized) is 0.379.